This data is from Full USPTO retrosynthesis dataset with 1.9M reactions from patents (1976-2016). The task is: Predict the reactants needed to synthesize the given product. (1) Given the product [Cl:1][C:2]1[CH:7]=[CH:6][CH:5]=[CH:4][C:3]=1[C:8]1[C:12]([C:13]2[N:17]([CH2:38][O:37][CH2:36][CH2:35][Si:32]([CH3:34])([CH3:33])[CH3:31])[CH:16]=[N:15][N:14]=2)=[CH:11][N:10]([C:18]2[C:23]([CH3:24])=[CH:22][N:21]=[C:20]([N:25]([CH2:38][O:37][CH2:36][CH2:35][Si:32]([CH3:34])([CH3:33])[CH3:31])[C:26](=[O:28])[CH3:27])[CH:19]=2)[N:9]=1, predict the reactants needed to synthesize it. The reactants are: [Cl:1][C:2]1[CH:7]=[CH:6][CH:5]=[CH:4][C:3]=1[C:8]1[C:12]([C:13]2[NH:17][CH:16]=[N:15][N:14]=2)=[CH:11][N:10]([C:18]2[C:23]([CH3:24])=[CH:22][N:21]=[C:20]([NH:25][C:26](=[O:28])[CH3:27])[CH:19]=2)[N:9]=1.[H-].[Na+].[CH3:31][Si:32]([CH2:35][CH2:36][O:37][CH2:38]Cl)([CH3:34])[CH3:33]. (2) Given the product [CH2:1]([O:8][C:9]([N:11]1[CH2:16][CH2:15][CH:14]([C:17]2[S:48][C:20]([C:22]3[CH:27]=[CH:26][C:25]([O:28][CH3:29])=[CH:24][CH:23]=3)=[C:19]([C:30]3[CH:35]=[CH:34][C:33]([O:36][CH3:37])=[CH:32][CH:31]=3)[CH:18]=2)[CH2:13][CH2:12]1)=[O:10])[C:2]1[CH:7]=[CH:6][CH:5]=[CH:4][CH:3]=1, predict the reactants needed to synthesize it. The reactants are: [CH2:1]([O:8][C:9]([N:11]1[CH2:16][CH2:15][CH:14]([C:17](=O)[CH2:18][CH:19]([C:30]2[CH:35]=[CH:34][C:33]([O:36][CH3:37])=[CH:32][CH:31]=2)[C:20]([C:22]2[CH:27]=[CH:26][C:25]([O:28][CH3:29])=[CH:24][CH:23]=2)=O)[CH2:13][CH2:12]1)=[O:10])[C:2]1[CH:7]=[CH:6][CH:5]=[CH:4][CH:3]=1.COC1C=CC(P2(SP(C3C=CC(OC)=CC=3)(=S)S2)=[S:48])=CC=1. (3) Given the product [CH2:35]([O:34][CH2:3][C:4]1[CH:5]=[CH:6][CH:7]=[CH:8][CH:9]=1)[C:36]1[CH:41]=[CH:40][CH:39]=[CH:38][CH:37]=1, predict the reactants needed to synthesize it. The reactants are: N(C(OC(C)(C)C)=O)[C@H](C(O)=O)[CH2:3][C:4]1[CH:9]=[CH:8][CH:7]=[CH:6][CH:5]=1.N(C([O:34][CH2:35][C:36]1[CH:41]=[CH:40][CH:39]=[CH:38][CH:37]=1)=O)[C@H](C(O)=O)CC1C=CC=CC=1.COC1C=CC(C[Mg]Cl)=CC=1. (4) Given the product [F:30][C:21]1[CH:22]=[CH:23][CH:24]=[C:2]([CH3:1])[C:3]=1[C:4]([NH:6][C:7]1[C:8]([F:20])=[C:9]([F:19])[C:10]([C:15]([F:18])([F:17])[F:16])=[C:11]([F:14])[C:12]=1[F:13])=[O:5], predict the reactants needed to synthesize it. The reactants are: [CH3:1][C:2]1[CH:24]=[CH:23][CH:22]=[CH:21][C:3]=1[C:4]([NH:6][C:7]1[C:12]([F:13])=[C:11]([F:14])[C:10]([C:15]([F:18])([F:17])[F:16])=[C:9]([F:19])[C:8]=1[F:20])=[O:5].[O-]S(C(F)(F)[F:30])(=O)=O.F[N+]1C(C)=CC(C)=CC=1C. (5) Given the product [CH2:31]([N:38]1[CH2:10][CH:9]([CH2:16][C:17]2[CH:22]=[CH:21][CH:20]=[CH:19][CH:18]=2)[CH2:8][C@H:7]([NH:23][C:24](=[O:25])[O:26][C:27]([CH3:30])([CH3:29])[CH3:28])[CH2:6]1)[C:32]1[CH:37]=[CH:36][CH:35]=[CH:34][CH:33]=1, predict the reactants needed to synthesize it. The reactants are: CS(O[CH2:6][C@@H:7]([NH:23][C:24]([O:26][C:27]([CH3:30])([CH3:29])[CH3:28])=[O:25])[CH2:8][CH:9]([CH2:16][C:17]1[CH:22]=[CH:21][CH:20]=[CH:19][CH:18]=1)[CH2:10]OS(C)(=O)=O)(=O)=O.[CH2:31]([NH2:38])[C:32]1[CH:37]=[CH:36][CH:35]=[CH:34][CH:33]=1. (6) Given the product [CH3:1][O:2][C:3]1[CH:4]=[C:5]([CH:19]=[CH:20][C:21]=1[O:22][CH2:23][C:24]1[N:25]=[C:26]([C:30]2[CH:31]=[CH:32][CH:33]=[CH:34][CH:35]=2)[O:27][C:28]=1[CH3:29])[CH2:6][O:7][C:8]1[C:12]([CH2:13][OH:14])=[CH:11][N:10]([CH3:18])[N:9]=1, predict the reactants needed to synthesize it. The reactants are: [CH3:1][O:2][C:3]1[CH:4]=[C:5]([CH:19]=[CH:20][C:21]=1[O:22][CH2:23][C:24]1[N:25]=[C:26]([C:30]2[CH:35]=[CH:34][CH:33]=[CH:32][CH:31]=2)[O:27][C:28]=1[CH3:29])[CH2:6][O:7][C:8]1[C:12]([C:13](OCC)=[O:14])=[CH:11][N:10]([CH3:18])[N:9]=1.[H-].[Al+3].[Li+].[H-].[H-].[H-].O.O.O.O.O.O.O.O.O.O.S([O-])([O-])(=O)=O.[Na+].[Na+]. (7) Given the product [N:23]([CH:6]1[CH2:9][N:8]([C:10]([O:12][CH2:13][C:14]2[CH:19]=[CH:18][C:17]([N+:20]([O-:22])=[O:21])=[CH:16][CH:15]=2)=[O:11])[CH2:7]1)=[N+:24]=[N-:25], predict the reactants needed to synthesize it. The reactants are: CS(O[CH:6]1[CH2:9][N:8]([C:10]([O:12][CH2:13][C:14]2[CH:19]=[CH:18][C:17]([N+:20]([O-:22])=[O:21])=[CH:16][CH:15]=2)=[O:11])[CH2:7]1)(=O)=O.[N-:23]=[N+:24]=[N-:25].[Na+].